This data is from Reaction yield outcomes from USPTO patents with 853,638 reactions. The task is: Predict the reaction yield, written as a fraction of the theoretical maximum amount of product (1.0 means a 100% yield; for example, 0.34 means a 34% yield). The reactants are Br[C:2]1[CH:7]=[CH:6][C:5]([O:8][CH2:9][CH3:10])=[CH:4][CH:3]=1.[CH3:11][C:12](O)(C#C)C.[OH-].[K+].Br[C:20]1[CH:32]=[CH:31][C:23]([O:24][CH:25]2[CH2:30][CH2:29][CH2:28][CH2:27][O:26]2)=[CH:22][CH:21]=1.Cl. The catalyst is Cl[Pd](Cl)([P](C1C=CC=CC=1)(C1C=CC=CC=1)C1C=CC=CC=1)[P](C1C=CC=CC=1)(C1C=CC=CC=1)C1C=CC=CC=1.[Cu]I. The product is [CH2:9]([O:8][C:5]1[CH:6]=[CH:7][C:2]([C:11]#[C:12][C:20]2[CH:32]=[CH:31][C:23]([O:24][CH:25]3[CH2:30][CH2:29][CH2:28][CH2:27][O:26]3)=[CH:22][CH:21]=2)=[CH:3][CH:4]=1)[CH3:10]. The yield is 0.720.